This data is from Full USPTO retrosynthesis dataset with 1.9M reactions from patents (1976-2016). The task is: Predict the reactants needed to synthesize the given product. (1) Given the product [ClH:14].[NH:25]([C:23]1[C:22]2[C:17](=[CH:18][C:19]([O:29][CH3:30])=[C:20]([O:27][CH3:28])[CH:21]=2)[N:16]=[C:15]([N:11]2[CH2:10][CH2:9][N:8]([C:6]([CH:1]3[CH2:2][CH2:3][CH2:4][CH2:5]3)=[O:7])[CH2:13][CH2:12]2)[N:24]=1)[NH2:26], predict the reactants needed to synthesize it. The reactants are: [CH:1]1([C:6]([N:8]2[CH2:13][CH2:12][NH:11][CH2:10][CH2:9]2)=[O:7])[CH2:5][CH2:4][CH2:3][CH2:2]1.[Cl:14][C:15]1[N:24]=[C:23]([NH:25][NH2:26])[C:22]2[C:17](=[CH:18][C:19]([O:29][CH3:30])=[C:20]([O:27][CH3:28])[CH:21]=2)[N:16]=1. (2) Given the product [Br:1][C:2]1[CH:11]=[C:10]2[C:5]([CH:6]=[CH:7][C:8]([C@H:12]([OH:14])[CH3:13])=[N:9]2)=[CH:4][CH:3]=1, predict the reactants needed to synthesize it. The reactants are: [Br:1][C:2]1[CH:11]=[C:10]2[C:5]([CH:6]=[CH:7][C:8]([C:12](=[O:14])[CH3:13])=[N:9]2)=[CH:4][CH:3]=1.C([O-])=O.[Na+]. (3) Given the product [NH2:1][C:2]1[C:11]2[N:12]=[C:13]([CH2:15][CH3:16])[S:14][C:10]=2[C:9]2[CH:8]=[CH:7][C:6]([O:17][C:19]3[CH:28]=[CH:27][C:22]([C:23]([O:25][CH3:26])=[O:24])=[CH:21][N:20]=3)=[CH:5][C:4]=2[N:3]=1, predict the reactants needed to synthesize it. The reactants are: [NH2:1][C:2]1[C:11]2[N:12]=[C:13]([CH2:15][CH3:16])[S:14][C:10]=2[C:9]2[CH:8]=[CH:7][C:6]([OH:17])=[CH:5][C:4]=2[N:3]=1.Cl[C:19]1[CH:28]=[CH:27][C:22]([C:23]([O:25][CH3:26])=[O:24])=[CH:21][N:20]=1.C(=O)([O-])[O-].[Cs+].[Cs+]. (4) Given the product [NH:14]1[CH2:15][CH2:16][CH2:17][C@@H:12]([O:11][C:1]2[C:10]3[C:5](=[CH:6][CH:7]=[CH:8][CH:9]=3)[CH:4]=[CH:3][N:2]=2)[CH2:13]1, predict the reactants needed to synthesize it. The reactants are: [C:1]1([O:11][C@@H:12]2[CH2:17][CH2:16][CH2:15][N:14](C(OC(C)(C)C)=O)[CH2:13]2)[C:10]2[C:5](=[CH:6][CH:7]=[CH:8][CH:9]=2)[CH:4]=[CH:3][N:2]=1.Cl.C([O-])(O)=O.[Na+]. (5) Given the product [F:29][C:26]1[C:25]([OH:30])=[CH:24][C:23]([OH:22])=[C:28]([CH:27]=1)[C:7]([C:6]1[CH:10]=[C:2]([F:1])[C:3]([OH:13])=[CH:4][C:5]=1[OH:11])=[O:9], predict the reactants needed to synthesize it. The reactants are: [F:1][C:2]1[C:3]([O:13]C)=[CH:4][C:5]([O:11]C)=[C:6]([CH:10]=1)[C:7]([OH:9])=O.C(Cl)(=O)C(Cl)=O.C[O:22][C:23]1[CH:28]=[CH:27][C:26]([F:29])=[C:25]([O:30]C)[CH:24]=1.[Al+3].[Cl-].[Cl-].[Cl-]. (6) The reactants are: [CH2:1]([C@H:8]1[CH2:12][O:11][C:10](=[O:13])[N:9]1[C:14](=[O:17])[CH2:15][CH3:16])[C:2]1[CH:7]=[CH:6][CH:5]=[CH:4][CH:3]=1.[Mg+2].[Cl-].[Cl-].[Br:21][C:22]1[CH:23]=[C:24]([CH:27]=[CH:28][CH:29]=1)[CH:25]=[O:26].Cl[Si:31]([CH3:34])([CH3:33])[CH3:32]. Given the product [CH2:1]([C@H:8]1[CH2:12][O:11][C:10](=[O:13])[N:9]1[C:14](=[O:17])[C@H:15]([CH3:16])[C@@H:25]([C:24]1[CH:27]=[CH:28][CH:29]=[C:22]([Br:21])[CH:23]=1)[O:26][Si:31]([CH3:34])([CH3:33])[CH3:32])[C:2]1[CH:3]=[CH:4][CH:5]=[CH:6][CH:7]=1, predict the reactants needed to synthesize it. (7) Given the product [CH3:1][C:2]1[CH:3]=[CH:4][C:5]([NH:21][C:22]([C:24]2[CH:29]=[CH:28][C:27]([CH2:30][N:31]3[CH2:32][CH2:33][N:34]([CH3:37])[CH2:35][CH2:36]3)=[CH:26][CH:25]=2)=[O:23])=[CH:6][C:7]=1[NH:8][C:9]1[N:10]=[CH:11][CH:12]=[C:13]([C:15]2[CH:16]=[CH:17][CH:18]=[N:19][CH:20]=2)[N:14]=1, predict the reactants needed to synthesize it. The reactants are: [CH3:1][C:2]1[CH:3]=[CH:4][C:5]([NH:21][C:22]([C:24]2[CH:25]=[CH:26][C:27]([CH2:30][N:31]3[CH2:36][CH2:35][N:34]([CH3:37])[CH2:33][CH2:32]3)=[CH:28][CH:29]=2)=[O:23])=[CH:6][C:7]=1[NH:8][C:9]1[N:10]=[CH:11][CH:12]=[C:13]([C:15]2[CH:16]=[CH:17][CH:18]=[N:19][CH:20]=2)[N:14]=1.CS(O)(=O)=O.C([O-])(O)=O.[Na+].